This data is from NCI-60 drug combinations with 297,098 pairs across 59 cell lines. The task is: Regression. Given two drug SMILES strings and cell line genomic features, predict the synergy score measuring deviation from expected non-interaction effect. Drug 1: CC12CCC3C(C1CCC2=O)CC(=C)C4=CC(=O)C=CC34C. Drug 2: C1=NC2=C(N=C(N=C2N1C3C(C(C(O3)CO)O)F)Cl)N. Cell line: A498. Synergy scores: CSS=52.8, Synergy_ZIP=0.533, Synergy_Bliss=0.723, Synergy_Loewe=-3.74, Synergy_HSA=2.96.